From a dataset of NCI-60 drug combinations with 297,098 pairs across 59 cell lines. Regression. Given two drug SMILES strings and cell line genomic features, predict the synergy score measuring deviation from expected non-interaction effect. (1) Drug 1: COC1=C(C=C2C(=C1)N=CN=C2NC3=CC(=C(C=C3)F)Cl)OCCCN4CCOCC4. Drug 2: C1C(C(OC1N2C=C(C(=O)NC2=O)F)CO)O. Cell line: T-47D. Synergy scores: CSS=17.1, Synergy_ZIP=-3.34, Synergy_Bliss=1.01, Synergy_Loewe=1.18, Synergy_HSA=1.76. (2) Drug 1: CC(C)CN1C=NC2=C1C3=CC=CC=C3N=C2N. Drug 2: CC1CCCC2(C(O2)CC(NC(=O)CC(C(C(=O)C(C1O)C)(C)C)O)C(=CC3=CSC(=N3)C)C)C. Cell line: MALME-3M. Synergy scores: CSS=28.2, Synergy_ZIP=-0.465, Synergy_Bliss=-1.00, Synergy_Loewe=-0.442, Synergy_HSA=1.14.